From a dataset of Reaction yield outcomes from USPTO patents with 853,638 reactions. Predict the reaction yield, written as a fraction of the theoretical maximum amount of product (1.0 means a 100% yield; for example, 0.34 means a 34% yield). (1) The reactants are C=O.[NH:3]1[CH2:8][CH2:7][CH:6]([C:9]2[CH:14]=[CH:13][C:12]([NH:15][C:16]3[N:21]=[C:20]([CH2:22][CH2:23][C:24]4[CH:25]=[C:26]([CH:30]=[CH:31][N:32]=4)[C:27]([NH2:29])=[O:28])[C:19]([C:33]([F:36])([F:35])[F:34])=[CH:18][N:17]=3)=[CH:11][CH:10]=2)[CH2:5][CH2:4]1.[C:37](O[BH-](OC(=O)C)OC(=O)C)(=O)C.[Na+].C(OCC)(=O)C. The catalyst is CO.CO.C(Cl)Cl. The product is [CH3:37][N:3]1[CH2:4][CH2:5][CH:6]([C:9]2[CH:14]=[CH:13][C:12]([NH:15][C:16]3[N:21]=[C:20]([CH2:22][CH2:23][C:24]4[CH:25]=[C:26]([CH:30]=[CH:31][N:32]=4)[C:27]([NH2:29])=[O:28])[C:19]([C:33]([F:36])([F:34])[F:35])=[CH:18][N:17]=3)=[CH:11][CH:10]=2)[CH2:7][CH2:8]1. The yield is 0.490. (2) The reactants are C([O:3][C:4](=[O:26])[CH2:5][C:6]1[CH:11]=[C:10]([Cl:12])[C:9]([NH:13][C:14]([C:16]2[C:24]3[C:19](=[CH:20][CH:21]=[CH:22][CH:23]=3)[NH:18][CH:17]=2)=[O:15])=[CH:8][C:7]=1[Cl:25])C.C1COCC1.[OH-].[Na+].Cl. The catalyst is C(O)C. The product is [Cl:25][C:7]1[CH:8]=[C:9]([NH:13][C:14]([C:16]2[C:24]3[C:19](=[CH:20][CH:21]=[CH:22][CH:23]=3)[NH:18][CH:17]=2)=[O:15])[C:10]([Cl:12])=[CH:11][C:6]=1[CH2:5][C:4]([OH:26])=[O:3]. The yield is 0.800.